This data is from Catalyst prediction with 721,799 reactions and 888 catalyst types from USPTO. The task is: Predict which catalyst facilitates the given reaction. (1) Reactant: [Cl:1][C:2]1[CH:3]=[C:4]2[C:8](=[C:9]([NH:11][CH:12]3[CH2:16][CH2:15][CH2:14][CH2:13]3)[CH:10]=1)[NH:7][C:6]([C:17]1[S:18][CH2:19][C@@H:20]([CH2:22][C:23]([OH:25])=O)[N:21]=1)=[CH:5]2.[NH:26]1[CH2:31][CH2:30][O:29][CH2:28][CH2:27]1.C(Cl)CCl.C1C=CC2N(O)N=NC=2C=1.C(=O)(O)[O-].[Na+]. Product: [Cl:1][C:2]1[CH:3]=[C:4]2[C:8](=[C:9]([NH:11][CH:12]3[CH2:16][CH2:15][CH2:14][CH2:13]3)[CH:10]=1)[NH:7][C:6]([C:17]1[S:18][CH2:19][C@@H:20]([CH2:22][C:23]([N:26]3[CH2:31][CH2:30][O:29][CH2:28][CH2:27]3)=[O:25])[N:21]=1)=[CH:5]2. The catalyst class is: 9. (2) Reactant: [F:1][C:2]1[CH:10]=[C:9]2[C:5]([C:6](/[CH:11]=[CH:12]/[C:13]3[CH:18]=[CH:17][C:16]([F:19])=[CH:15][CH:14]=3)=[N:7][NH:8]2)=[CH:4][C:3]=1[NH:20][C:21]([C:23]1([CH2:26][NH2:27])[CH2:25][CH2:24]1)=[O:22].[C:28](OC(=O)C)(=[O:30])[CH3:29]. The catalyst class is: 9. Product: [F:1][C:2]1[CH:10]=[C:9]2[C:5]([C:6](/[CH:11]=[CH:12]/[C:13]3[CH:14]=[CH:15][C:16]([F:19])=[CH:17][CH:18]=3)=[N:7][NH:8]2)=[CH:4][C:3]=1[NH:20][C:21]([C:23]1([CH2:26][NH:27][C:28](=[O:30])[CH3:29])[CH2:25][CH2:24]1)=[O:22]. (3) Reactant: [Br:1][C:2]1[CH:10]=[C:9]2[C:5]([C:6]([CH3:13])([CH3:12])[C:7](=[O:11])[NH:8]2)=[CH:4][CH:3]=1.Br[CH:15]1[CH2:18][O:17][CH2:16]1.C(=O)([O-])[O-].[Cs+].[Cs+].Cl. Product: [Br:1][C:2]1[CH:10]=[C:9]2[C:5]([C:6]([CH3:13])([CH3:12])[C:7](=[O:11])[N:8]2[CH:15]2[CH2:18][O:17][CH2:16]2)=[CH:4][CH:3]=1. The catalyst class is: 3. (4) Reactant: C(N(CC)CC)C.[OH:8][C:9]1[CH:10]=[C:11]([CH:14]=[CH:15][CH:16]=1)[CH:12]=[O:13].[CH3:17][O:18][C:19]1[CH:24]=[CH:23][C:22](B(O)O)=[CH:21][CH:20]=1. Product: [CH3:17][O:18][C:19]1[CH:24]=[CH:23][C:22]([O:8][C:9]2[CH:10]=[C:11]([CH:14]=[CH:15][CH:16]=2)[CH:12]=[O:13])=[CH:21][CH:20]=1. The catalyst class is: 297.